This data is from Peptide-MHC class I binding affinity with 185,985 pairs from IEDB/IMGT. The task is: Regression. Given a peptide amino acid sequence and an MHC pseudo amino acid sequence, predict their binding affinity value. This is MHC class I binding data. (1) The peptide sequence is IFGSAYTALF. The binding affinity (normalized) is 0.674. The MHC is HLA-A24:02 with pseudo-sequence HLA-A24:02. (2) The peptide sequence is KEVDSSSHM. The MHC is Mamu-B8301 with pseudo-sequence Mamu-B8301. The binding affinity (normalized) is 0. (3) The MHC is HLA-A31:01 with pseudo-sequence HLA-A31:01. The binding affinity (normalized) is 0.751. The peptide sequence is ASYRLCLYR. (4) The peptide sequence is CLLAISAVY. The MHC is HLA-A31:01 with pseudo-sequence HLA-A31:01. The binding affinity (normalized) is 0.454.